Dataset: Peptide-MHC class I binding affinity with 185,985 pairs from IEDB/IMGT. Task: Regression. Given a peptide amino acid sequence and an MHC pseudo amino acid sequence, predict their binding affinity value. This is MHC class I binding data. (1) The binding affinity (normalized) is 0.695. The peptide sequence is IMMGVLVGV. The MHC is HLA-A02:01 with pseudo-sequence HLA-A02:01. (2) The peptide sequence is KGHLPLLDK. The binding affinity (normalized) is 0.0847. The MHC is HLA-B48:01 with pseudo-sequence HLA-B48:01. (3) The MHC is HLA-A02:02 with pseudo-sequence HLA-A02:02. The peptide sequence is FPVRPQVPL. The binding affinity (normalized) is 0. (4) The peptide sequence is FAAPQFSLW. The MHC is HLA-B07:02 with pseudo-sequence HLA-B07:02. The binding affinity (normalized) is 0.549. (5) The peptide sequence is FQVDCFLWH. The MHC is HLA-A02:06 with pseudo-sequence HLA-A02:06. The binding affinity (normalized) is 0.581. (6) The peptide sequence is DQLWKGPGELL. The MHC is Mamu-A07 with pseudo-sequence Mamu-A07. The binding affinity (normalized) is 0.0414. (7) The peptide sequence is VHFRNQVKI. The MHC is HLA-A69:01 with pseudo-sequence HLA-A69:01. The binding affinity (normalized) is 0.0847. (8) The peptide sequence is YQNEVTPEYI. The MHC is HLA-A29:02 with pseudo-sequence HLA-A29:02. The binding affinity (normalized) is 0.0876. (9) The peptide sequence is EVAESVMFM. The MHC is HLA-A26:02 with pseudo-sequence HLA-A26:02. The binding affinity (normalized) is 1.00.